Dataset: Peptide-MHC class II binding affinity with 134,281 pairs from IEDB. Task: Regression. Given a peptide amino acid sequence and an MHC pseudo amino acid sequence, predict their binding affinity value. This is MHC class II binding data. (1) The peptide sequence is PNTDGIHIGDSSKVT. The MHC is DRB1_0101 with pseudo-sequence DRB1_0101. The binding affinity (normalized) is 0.199. (2) The peptide sequence is INEPTAAAIAYGLDV. The MHC is HLA-DQA10401-DQB10402 with pseudo-sequence HLA-DQA10401-DQB10402. The binding affinity (normalized) is 0.632. (3) The peptide sequence is KEDFLRCLVKEIPPR. The MHC is DRB1_1302 with pseudo-sequence DRB1_1302. The binding affinity (normalized) is 0.156. (4) The MHC is HLA-DPA10103-DPB10401 with pseudo-sequence HLA-DPA10103-DPB10401. The peptide sequence is IEFRFYKEITNVFRG. The binding affinity (normalized) is 0.250.